The task is: Regression. Given two drug SMILES strings and cell line genomic features, predict the synergy score measuring deviation from expected non-interaction effect.. This data is from NCI-60 drug combinations with 297,098 pairs across 59 cell lines. (1) Drug 1: CCCCC(=O)OCC(=O)C1(CC(C2=C(C1)C(=C3C(=C2O)C(=O)C4=C(C3=O)C=CC=C4OC)O)OC5CC(C(C(O5)C)O)NC(=O)C(F)(F)F)O. Drug 2: CC(C)(C#N)C1=CC(=CC(=C1)CN2C=NC=N2)C(C)(C)C#N. Cell line: HCT-15. Synergy scores: CSS=47.0, Synergy_ZIP=-2.19, Synergy_Bliss=-4.83, Synergy_Loewe=-4.25, Synergy_HSA=-4.37. (2) Drug 1: CC12CCC(CC1=CCC3C2CCC4(C3CC=C4C5=CN=CC=C5)C)O. Drug 2: C1CC(=O)NC(=O)C1N2CC3=C(C2=O)C=CC=C3N. Cell line: BT-549. Synergy scores: CSS=6.33, Synergy_ZIP=-2.12, Synergy_Bliss=3.17, Synergy_Loewe=2.88, Synergy_HSA=3.12. (3) Drug 1: C1=CN(C=N1)CC(O)(P(=O)(O)O)P(=O)(O)O. Drug 2: COC1=C2C(=CC3=C1OC=C3)C=CC(=O)O2. Cell line: SF-268. Synergy scores: CSS=1.93, Synergy_ZIP=0.446, Synergy_Bliss=1.15, Synergy_Loewe=1.66, Synergy_HSA=-0.528. (4) Drug 1: CC1CCC2CC(C(=CC=CC=CC(CC(C(=O)C(C(C(=CC(C(=O)CC(OC(=O)C3CCCCN3C(=O)C(=O)C1(O2)O)C(C)CC4CCC(C(C4)OC)OCCO)C)C)O)OC)C)C)C)OC. Drug 2: CCN(CC)CCCC(C)NC1=C2C=C(C=CC2=NC3=C1C=CC(=C3)Cl)OC. Cell line: LOX IMVI. Synergy scores: CSS=49.0, Synergy_ZIP=-3.62, Synergy_Bliss=-5.29, Synergy_Loewe=-2.78, Synergy_HSA=1.61. (5) Drug 2: CC1C(C(=O)NC(C(=O)N2CCCC2C(=O)N(CC(=O)N(C(C(=O)O1)C(C)C)C)C)C(C)C)NC(=O)C3=C4C(=C(C=C3)C)OC5=C(C(=O)C(=C(C5=N4)C(=O)NC6C(OC(=O)C(N(C(=O)CN(C(=O)C7CCCN7C(=O)C(NC6=O)C(C)C)C)C)C(C)C)C)N)C. Synergy scores: CSS=14.3, Synergy_ZIP=3.73, Synergy_Bliss=5.04, Synergy_Loewe=6.21, Synergy_HSA=5.67. Drug 1: CC(CN1CC(=O)NC(=O)C1)N2CC(=O)NC(=O)C2. Cell line: SNB-19. (6) Drug 1: C1CC(=O)NC(=O)C1N2CC3=C(C2=O)C=CC=C3N. Cell line: UO-31. Synergy scores: CSS=-0.873, Synergy_ZIP=-0.105, Synergy_Bliss=0.629, Synergy_Loewe=-0.442, Synergy_HSA=-0.188. Drug 2: C1=CC=C(C(=C1)C(C2=CC=C(C=C2)Cl)C(Cl)Cl)Cl. (7) Drug 1: CN(C(=O)NC(C=O)C(C(C(CO)O)O)O)N=O. Drug 2: CCC1(C2=C(COC1=O)C(=O)N3CC4=CC5=C(C=CC(=C5CN(C)C)O)N=C4C3=C2)O.Cl. Cell line: OVCAR-8. Synergy scores: CSS=4.86, Synergy_ZIP=-13.0, Synergy_Bliss=-24.6, Synergy_Loewe=-44.0, Synergy_HSA=-24.4. (8) Drug 1: CCN(CC)CCNC(=O)C1=C(NC(=C1C)C=C2C3=C(C=CC(=C3)F)NC2=O)C. Drug 2: C1=CN(C=N1)CC(O)(P(=O)(O)O)P(=O)(O)O. Cell line: EKVX. Synergy scores: CSS=4.58, Synergy_ZIP=-3.97, Synergy_Bliss=-3.05, Synergy_Loewe=0.207, Synergy_HSA=0.289. (9) Drug 1: CC12CCC(CC1=CCC3C2CCC4(C3CC=C4C5=CN=CC=C5)C)O. Cell line: NCIH23. Synergy scores: CSS=56.9, Synergy_ZIP=18.3, Synergy_Bliss=18.2, Synergy_Loewe=-1.73, Synergy_HSA=18.7. Drug 2: CC1=C2C(C(=O)C3(C(CC4C(C3C(C(C2(C)C)(CC1OC(=O)C(C(C5=CC=CC=C5)NC(=O)OC(C)(C)C)O)O)OC(=O)C6=CC=CC=C6)(CO4)OC(=O)C)OC)C)OC.